Dataset: Forward reaction prediction with 1.9M reactions from USPTO patents (1976-2016). Task: Predict the product of the given reaction. Given the reactants [CH:1]([C:3]1[CH:4]=[C:5]([CH:10]=[CH:11][C:12]=1[OH:13])[C:6]([O:8][CH3:9])=[O:7])=[O:2].C(=O)([O-])[O-].[K+].[K+].CN(C)C=O.I[CH:26]([CH3:28])[CH3:27], predict the reaction product. The product is: [CH:1]([C:3]1[CH:4]=[C:5]([CH:10]=[CH:11][C:12]=1[O:13][CH:26]([CH3:28])[CH3:27])[C:6]([O:8][CH3:9])=[O:7])=[O:2].